This data is from Drug-target binding data from BindingDB using IC50 measurements. The task is: Regression. Given a target protein amino acid sequence and a drug SMILES string, predict the binding affinity score between them. We predict pIC50 (pIC50 = -log10(IC50 in M); higher means more potent). Dataset: bindingdb_ic50. (1) The drug is CC(C)COc1ccc2cc3c(=O)[nH]c(=O)nc-3oc2c1F. The pIC50 is 5.3. The target protein (P19838) has sequence MAEDDPYLGRPEQMFHLDPSLTHTIFNPEVFQPQMALPTDGPYLQILEQPKQRGFRFRYVCEGPSHGGLPGASSEKNKKSYPQVKICNYVGPAKVIVQLVTNGKNIHLHAHSLVGKHCEDGICTVTAGPKDMVVGFANLGILHVTKKKVFETLEARMTEACIRGYNPGLLVHPDLAYLQAEGGGDRQLGDREKELIRQAALQQTKEMDLSVVRLMFTAFLPDSTGSFTRRLEPVVSDAIYDSKAPNASNLKIVRMDRTAGCVTGGEEIYLLCDKVQKDDIQIRFYEEEENGGVWEGFGDFSPTDVHRQFAIVFKTPKYKDINITKPASVFVQLRRKSDLETSEPKPFLYYPEIKDKEEVQRKRQKLMPNFSDSFGGGSGAGAGGGGMFGSGGGGGGTGSTGPGYSFPHYGFPTYGGITFHPGTTKSNAGMKHGTMDTESKKDPEGCDKSDDKNTVNLFGKVIETTEQDQEPSEATVGNGEVTLTYATGTKEESAGVQDNL.... (2) The drug is CCOC(=O)c1c(C)nn(-c2ccc([N+](=O)[O-])cc2[N+](=O)[O-])c1C. The target protein sequence is MGSSHHHHHHSSGLVPRGSHMSISRFGVNTENEDHLAKELEDLNKWGLNIFNVAGYSHNRPLTCIMYAIFQERDLLKTFRISSDTFITYMMTLEDHYHSDVAYHNSLHAADVAQSTHVLLSTPALDAVFTDLEILAAIFAAAIHDVDHPGVSNQFLINTNSELALMYNDESVLENHHLAVGFKLLQEEHCDIFMNLTKKQRQTLRKMVIDMVLATDMSKHMSLLADLKTMVETKKVTSSGVLLLDNYTDRIQVLRNMVHCADLSNPTKSLELYRQWTDRIMEEFFQQGDKERERGMEISPMCDKHTASVEKSQVGFIDYIVHPLWETWADLVQPDAQDILDTLEDNRNWYQSMIPQSPSPPLDEQNRDCQGLMEKFQFELTLDEEDSEGPEKEGEGHS. The pIC50 is 4.8.